From a dataset of Forward reaction prediction with 1.9M reactions from USPTO patents (1976-2016). Predict the product of the given reaction. (1) Given the reactants [Br:1][CH2:2][CH2:3][CH2:4][C:5]([OH:7])=[O:6].[CH2:8](OC(Cl)=O)[C:9]1[CH:14]=[CH:13][CH:12]=[CH:11][CH:10]=1.C(N(CC)CC)C.C(=O)=O, predict the reaction product. The product is: [CH2:8]([O:6][C:5](=[O:7])[CH2:4][CH2:3][CH2:2][Br:1])[C:9]1[CH:14]=[CH:13][CH:12]=[CH:11][CH:10]=1. (2) The product is: [CH2:34]([O:33][C:27]1[CH:26]=[C:25]([C:7]2[CH:8]=[CH:9][C:4]([C:1]([O:3][CH3:13])=[O:2])=[CH:5][CH:6]=2)[CH:30]=[C:29]([CH:31]=[O:32])[CH:28]=1)[C:35]1[CH:36]=[CH:37][CH:38]=[CH:39][CH:40]=1. Given the reactants [C:1]([C:4]1[CH:9]=[CH:8][C:7](B(O)O)=[CH:6][CH:5]=1)([OH:3])=[O:2].[C:13]([O-])([O-])=O.[Na+].[Na+].FC(F)(F)S(O[C:25]1[CH:30]=[C:29]([CH:31]=[O:32])[CH:28]=[C:27]([O:33][CH2:34][C:35]2[CH:40]=[CH:39][CH:38]=[CH:37][CH:36]=2)[CH:26]=1)(=O)=O.CI.C([O-])([O-])=O.[K+].[K+], predict the reaction product. (3) Given the reactants [CH2:1]([C:4]1[CH:13]=[CH:12][C:11]2[C:6](=[N:7][CH:8]=[CH:9][CH:10]=2)[N:5]=1)[CH:2]=[CH2:3].Br[C:15]1[CH:34]=[CH:33][C:18]([CH2:19][C@@H:20]([C:29]([O:31][CH3:32])=[O:30])[NH:21][C:22]([O:24][C:25]([CH3:28])([CH3:27])[CH3:26])=[O:23])=[CH:17][CH:16]=1.CC1C(P(C2C(C)=CC=CC=2)C2C(C)=CC=CC=2)=CC=CC=1.CCN(C(C)C)C(C)C, predict the reaction product. The product is: [C:25]([O:24][C:22]([NH:21][C@H:20]([C:29]([O:31][CH3:32])=[O:30])[CH2:19][C:18]1[CH:17]=[CH:16][C:15]([CH:3]=[CH:2][CH2:1][C:4]2[CH:13]=[CH:12][C:11]3[C:6](=[N:7][CH:8]=[CH:9][CH:10]=3)[N:5]=2)=[CH:34][CH:33]=1)=[O:23])([CH3:27])([CH3:28])[CH3:26]. (4) Given the reactants [CH3:1][C:2]1([CH3:10])[O:7][C:6](=[O:8])[CH2:5][C:4](=[O:9])[O:3]1.[CH2:11](OC1C=C(COC2C=C([C@@H](C)CC(O)=O)C=CC=2)C=CC=1C1C=C(OC)C=CC=1F)[CH2:12][CH2:13]C, predict the reaction product. The product is: [CH3:1][C:2]1([CH3:10])[O:7][C:6](=[O:8])[C:5](=[C:12]([CH3:13])[CH3:11])[C:4](=[O:9])[O:3]1. (5) Given the reactants [Br:1][C:2]1[CH:3]=[CH:4][C:5]([OH:18])=[C:6]([C:8](=[O:17])[CH2:9][C:10]2[CH:15]=[CH:14][C:13]([F:16])=[CH:12][CH:11]=2)[CH:7]=1.[C:19]([O-])(=O)[CH3:20].[Na+], predict the reaction product. The product is: [Br:1][C:2]1[CH:7]=[C:6]2[C:5](=[CH:4][CH:3]=1)[O:18][C:19]([CH3:20])=[C:9]([C:10]1[CH:15]=[CH:14][C:13]([F:16])=[CH:12][CH:11]=1)[C:8]2=[O:17]. (6) Given the reactants Br[C:2]1[N:6]2[CH:7]=[CH:8][N:9]=[C:10]([NH:11][CH2:12][CH2:13][OH:14])[C:5]2=[N:4][CH:3]=1.CS[C:17]1[N:22]=[C:21]([Sn](CCCC)(CCCC)CCCC)[CH:20]=[CH:19][N:18]=1.[NH2:36][CH:37]1[CH2:42][CH2:41][O:40][CH2:39][CH2:38]1, predict the reaction product. The product is: [O:40]1[CH2:41][CH2:42][CH:37]([NH:36][C:17]2[N:18]=[C:19]([C:2]3[N:6]4[CH:7]=[CH:8][N:9]=[C:10]([NH:11][CH2:12][CH2:13][OH:14])[C:5]4=[N:4][CH:3]=3)[CH:20]=[CH:21][N:22]=2)[CH2:38][CH2:39]1. (7) Given the reactants [NH2:1][C:2]1[N:7]=[C:6](Cl)[C:5]([NH2:9])=[C:4]([Cl:10])[N:3]=1.Cl.[F:12][C:13]1[CH:14]=[CH:15][CH:16]=[C:17]2[C:22]=1[O:21][CH2:20][CH2:19][C@H:18]2[NH2:23].C(=O)(O)[O-].[Na+], predict the reaction product. The product is: [Cl:10][C:4]1[N:3]=[C:2]([NH2:1])[N:7]=[C:6]([NH:23][C@H:18]2[C:17]3[C:22](=[C:13]([F:12])[CH:14]=[CH:15][CH:16]=3)[O:21][CH2:20][CH2:19]2)[C:5]=1[NH2:9].